From a dataset of Catalyst prediction with 721,799 reactions and 888 catalyst types from USPTO. Predict which catalyst facilitates the given reaction. Reactant: [F:1][C:2]([F:39])([F:38])[C:3]1[CH:4]=[C:5]([CH2:13][O:14][CH:15]2[CH2:19][CH2:18][CH:17]([N:20](C(OCC3C=CC=CC=3)=O)[CH3:21])[CH:16]2[C:32]2[CH:37]=[CH:36][CH:35]=[CH:34][CH:33]=2)[CH:6]=[C:7]([C:9]([F:12])([F:11])[F:10])[CH:8]=1.C(OCC)(=O)C. Product: [F:1][C:2]([F:38])([F:39])[C:3]1[CH:4]=[C:5]([CH2:13][O:14][CH:15]2[CH2:19][CH2:18][CH:17]([NH:20][CH3:21])[CH:16]2[C:32]2[CH:33]=[CH:34][CH:35]=[CH:36][CH:37]=2)[CH:6]=[C:7]([C:9]([F:12])([F:11])[F:10])[CH:8]=1. The catalyst class is: 19.